Dataset: Full USPTO retrosynthesis dataset with 1.9M reactions from patents (1976-2016). Task: Predict the reactants needed to synthesize the given product. (1) Given the product [Br:1][C:2]1[CH:7]=[C:6]([C:8]([F:11])([F:10])[F:9])[CH:5]=[CH:4][C:3]=1[CH2:12][NH:21][C:19]1[CH:18]=[CH:17][C:16]([C:22]2[CH:27]=[CH:26][C:25]([C:28]([F:29])([F:30])[F:31])=[CH:24][C:23]=2[CH3:32])=[C:15]([Cl:14])[CH:20]=1, predict the reactants needed to synthesize it. The reactants are: [Br:1][C:2]1[CH:7]=[C:6]([C:8]([F:11])([F:10])[F:9])[CH:5]=[CH:4][C:3]=1[CH2:12]Br.[Cl:14][C:15]1[CH:20]=[C:19]([NH2:21])[CH:18]=[CH:17][C:16]=1[C:22]1[CH:27]=[CH:26][C:25]([C:28]([F:31])([F:30])[F:29])=[CH:24][C:23]=1[CH3:32].C([O-])([O-])=O.[K+].[K+]. (2) Given the product [CH2:26]([N:13]1[CH2:14][CH2:15][CH2:16][CH2:17][C@H:12]1[C@H:10]([C:5]1[CH:6]=[CH:7][C:8]([Cl:9])=[C:3]([Cl:2])[CH:4]=1)[OH:11])[CH:25]=[CH2:24].[CH2:26]([N:13]1[CH2:14][CH2:15][CH2:16][CH2:17][C@H:12]1[C@@H:10]([C:5]1[CH:6]=[CH:7][C:8]([Cl:9])=[C:3]([Cl:2])[CH:4]=1)[OH:11])[CH:25]=[CH2:24], predict the reactants needed to synthesize it. The reactants are: Cl.[Cl:2][C:3]1[CH:4]=[C:5]([CH:10]([C@@H:12]2[CH2:17][CH2:16][CH2:15][CH2:14][NH:13]2)[OH:11])[CH:6]=[CH:7][C:8]=1[Cl:9].C(=O)([O-])[O-].[K+].[K+].[CH2:24](Br)[CH:25]=[CH2:26]. (3) Given the product [F:1][C:2]1[CH:37]=[CH:36][C:5]([O:6][C:7]2[C:8]([C:24]([NH2:26])=[O:25])=[C:9]([NH:15][C:16]3[CH:21]=[CH:20][C:19]([I:22])=[CH:18][C:17]=3[F:23])[N:10]([CH3:14])[C:11](=[O:13])[CH:12]=2)=[C:4]([CH3:38])[CH:3]=1, predict the reactants needed to synthesize it. The reactants are: [F:1][C:2]1[CH:37]=[CH:36][C:5]([O:6][C:7]2[C:8]([C:24]([NH:26]CC3C=CC(OC)=CC=3)=[O:25])=[C:9]([NH:15][C:16]3[CH:21]=[CH:20][C:19]([I:22])=[CH:18][C:17]=3[F:23])[N:10]([CH3:14])[C:11](=[O:13])[CH:12]=2)=[C:4]([CH3:38])[CH:3]=1.[Cl-].[Al+3].[Cl-].[Cl-].ClCCl.O. (4) Given the product [Br:1][C:2]1[CH:7]=[C:6]([C:8]2[CH2:12][C:11]([C:17]3[CH:22]=[C:21]([Cl:23])[CH:20]=[C:19]([Cl:24])[CH:18]=3)([C:13]([F:16])([F:14])[F:15])[O:10][N:9]=2)[CH:5]=[CH:4][C:3]=1[S:25][CH2:27][NH:28][C:29]([CH:31]1[CH2:33][CH2:32]1)=[O:30], predict the reactants needed to synthesize it. The reactants are: [Br:1][C:2]1[CH:7]=[C:6]([C:8]2[CH2:12][C:11]([C:17]3[CH:22]=[C:21]([Cl:23])[CH:20]=[C:19]([Cl:24])[CH:18]=3)([C:13]([F:16])([F:15])[F:14])[O:10][N:9]=2)[CH:5]=[CH:4][C:3]=1[SH:25].O[CH2:27][NH:28][C:29]([CH:31]1[CH2:33][CH2:32]1)=[O:30]. (5) Given the product [OH:4][CH:3]([CH:5]([OH:6])[CH:7]([OH:8])[CH:9]([OH:10])[CH2:11][OH:12])[CH:2]=[CH:51][C:52]([O:54][CH3:55])=[O:53], predict the reactants needed to synthesize it. The reactants are: O=[CH:2][C@H:3]([C@H:5]([C@@H:7]([C@@H:9]([CH2:11][OH:12])[OH:10])[OH:8])[OH:6])[OH:4].C(C=P(C1C=CC=CC=1)(C1C=CC=CC=1)C1C=CC=CC=1)(O)=O.CO[C@@H]1[C@@H:51]([C:52]([O:54][CH3:55])=[O:53])[C@@H]2[C@@H](CN3[C@H](C2)C2NC4C=C(OC)C=CC=4C=2CC3)C[C@H:55]1[O:54][C:52]([C:51]1C=C(OC)C(OC)=C(OC)C=1)=[O:53]. (6) The reactants are: C1(C)C=CC=CC=1.CC1(C)C(C)(C)OB([C:16]2[CH2:21][CH2:20][N:19]([C:22]([O:24][C:25]([CH3:28])([CH3:27])[CH3:26])=[O:23])[CH2:18][C:17]=2[C:29]([O:31][CH2:32][CH3:33])=[O:30])O1.Br[C:36]1[CH:50]=[C:49]([F:51])[C:48]([F:52])=[CH:47][C:37]=1[CH2:38][O:39][Si:40]([C:43]([CH3:46])([CH3:45])[CH3:44])([CH3:42])[CH3:41].C(=O)([O-])[O-].[Na+].[Na+]. Given the product [Si:40]([O:39][CH2:38][C:37]1[CH:47]=[C:48]([F:52])[C:49]([F:51])=[CH:50][C:36]=1[C:16]1[CH2:21][CH2:20][N:19]([C:22]([O:24][C:25]([CH3:26])([CH3:27])[CH3:28])=[O:23])[CH2:18][C:17]=1[C:29]([O:31][CH2:32][CH3:33])=[O:30])([C:43]([CH3:46])([CH3:45])[CH3:44])([CH3:42])[CH3:41], predict the reactants needed to synthesize it. (7) Given the product [CH:24]([N:7]1[C:2](=[O:1])[CH:3]=[CH:4][C:5]([O:8][C:9]2[CH:14]=[CH:13][C:12]([CH2:15][CH2:16][CH:17]([NH:19][C:20](=[O:22])[CH3:21])[CH3:18])=[CH:11][CH:10]=2)=[CH:6]1)([CH3:26])[CH3:25], predict the reactants needed to synthesize it. The reactants are: [OH:1][C:2]1[N:7]=[CH:6][C:5]([O:8][C:9]2[CH:14]=[CH:13][C:12]([CH2:15][CH2:16][CH:17]([NH:19][C:20](=[O:22])[CH3:21])[CH3:18])=[CH:11][CH:10]=2)=[CH:4][CH:3]=1.I[CH:24]([CH3:26])[CH3:25]. (8) Given the product [NH2:14][CH2:13][CH:10]1[CH2:11][CH2:12][N:7]([C:5]([C:4]2[CH:22]=[CH:23][N:24]=[C:2]([F:1])[CH:3]=2)=[O:6])[CH2:8][CH2:9]1, predict the reactants needed to synthesize it. The reactants are: [F:1][C:2]1[CH:3]=[C:4]([CH:22]=[CH:23][N:24]=1)[C:5]([N:7]1[CH2:12][CH2:11][CH:10]([CH2:13][NH:14]C(=O)OC(C)(C)C)[CH2:9][CH2:8]1)=[O:6].C(O)(C(F)(F)F)=O. (9) Given the product [CH3:20][N:21]([CH3:22])[CH2:2][CH2:3][N:4]1[CH:8]=[C:7]([B:9]2[O:13][C:12]([CH3:15])([CH3:14])[C:11]([CH3:17])([CH3:16])[O:10]2)[CH:6]=[N:5]1, predict the reactants needed to synthesize it. The reactants are: Cl[CH2:2][CH2:3][N:4]1[CH:8]=[C:7]([B:9]2[O:13][C:12]([CH3:15])([CH3:14])[C:11]([CH3:17])([CH3:16])[O:10]2)[CH:6]=[N:5]1.[I-].[Na+].[CH3:20][NH:21][CH3:22].C1COCC1. (10) Given the product [CH2:1]([O:3][C:4](=[O:14])[CH2:5][CH2:6][C:7]1[CH:12]=[CH:11][CH:10]=[C:9]([O:13][CH2:24][C@H:22]2[CH2:21][O:23]2)[CH:8]=1)[CH3:2], predict the reactants needed to synthesize it. The reactants are: [CH2:1]([O:3][C:4](=[O:14])[CH2:5][CH2:6][C:7]1[CH:12]=[CH:11][CH:10]=[C:9]([OH:13])[CH:8]=1)[CH3:2].C([O-])([O-])=O.[K+].[K+].[CH2:21]1[O:23][C@H:22]1[CH2:24]OS(C1C=C([N+]([O-])=O)C=CC=1)(=O)=O.